Dataset: Reaction yield outcomes from USPTO patents with 853,638 reactions. Task: Predict the reaction yield, written as a fraction of the theoretical maximum amount of product (1.0 means a 100% yield; for example, 0.34 means a 34% yield). (1) The reactants are Cl[CH2:2][C:3]1[CH:4]=[C:5]([O:12][CH3:13])[C:6]2[O:10][CH2:9][O:8][C:7]=2[CH:11]=1.[C-:14]#[N:15].[Na+].O. The catalyst is CS(C)=O. The product is [CH3:13][O:12][C:5]1[C:6]2[O:10][CH2:9][O:8][C:7]=2[CH:11]=[C:3]([CH2:2][C:14]#[N:15])[CH:4]=1. The yield is 0.450. (2) The reactants are C1([C@@H:7]([NH:9]C2C=C(C3C=CC=C4C=3C=CC=N4)N=CC=2N)C)C=CC=CC=1.[C:27]1([C@@H:33]([N:35]2[C:43]3[CH:42]=[C:41]([C:44]4[CH:53]=[CH:52][CH:51]=[C:50]5[C:45]=4[CH:46]=[CH:47][CH:48]=[N:49]5)N=C[C:38]=3[NH:37][C:36]2=[O:54])[CH3:34])[CH:32]=[CH:31][CH:30]=[CH:29][CH:28]=1.NC(N)=O.O. The catalyst is CN1CCCC1=O. The product is [C:27]1([C@@H:33]([N:35]2[C:43]3[C:38](=[N:9][CH:7]=[C:41]([C:44]4[CH:53]=[CH:52][CH:51]=[C:50]5[C:45]=4[CH:46]=[CH:47][CH:48]=[N:49]5)[CH:42]=3)[NH:37][C:36]2=[O:54])[CH3:34])[CH:28]=[CH:29][CH:30]=[CH:31][CH:32]=1. The yield is 0.190. (3) The reactants are [F:1][C:2]1[CH:3]=[CH:4][C:5]([O:29][CH3:30])=[C:6]([C:8]([CH3:28])([CH3:27])[CH2:9][C:10]([NH2:26])([CH2:15][C:16]2[C:25]3[C:20](=[CH:21][CH:22]=[CH:23][CH:24]=3)[N:19]=[CH:18][CH:17]=2)[C:11]([F:14])([F:13])[F:12])[CH:7]=1.C=O.[C:33](O)(=O)C.C(O[BH-](OC(=O)C)OC(=O)C)(=O)C.[Na+]. The catalyst is ClC(Cl)C. The product is [F:1][C:2]1[CH:3]=[CH:4][C:5]([O:29][CH3:30])=[C:6]([C:8]([CH3:27])([CH3:28])[CH2:9][C:10]([NH:26][CH3:33])([CH2:15][C:16]2[C:25]3[C:20](=[CH:21][CH:22]=[CH:23][CH:24]=3)[N:19]=[CH:18][CH:17]=2)[C:11]([F:12])([F:14])[F:13])[CH:7]=1. The yield is 0.550. (4) The reactants are [Cl:1][C:2]1[CH:3]=[C:4]([C:12]2[O:16][N:15]=[C:14]([C:17]3[C:18]([CH3:35])=[C:19]4[C:24](=[CH:25][CH:26]=3)[CH2:23][N:22]([CH:27]3[CH2:32][O:31]C(C)(C)[O:29][CH2:28]3)[CH2:21][CH2:20]4)[N:13]=2)[CH:5]=[N:6][C:7]=1[O:8][CH:9]([CH3:11])[CH3:10].Cl. The catalyst is C1COCC1. The product is [Cl:1][C:2]1[CH:3]=[C:4]([C:12]2[O:16][N:15]=[C:14]([C:17]3[C:18]([CH3:35])=[C:19]4[C:24](=[CH:25][CH:26]=3)[CH2:23][N:22]([CH:27]([CH2:32][OH:31])[CH2:28][OH:29])[CH2:21][CH2:20]4)[N:13]=2)[CH:5]=[N:6][C:7]=1[O:8][CH:9]([CH3:11])[CH3:10]. The yield is 0.540.